Dataset: NCI-60 drug combinations with 297,098 pairs across 59 cell lines. Task: Regression. Given two drug SMILES strings and cell line genomic features, predict the synergy score measuring deviation from expected non-interaction effect. (1) Drug 1: CCN(CC)CCNC(=O)C1=C(NC(=C1C)C=C2C3=C(C=CC(=C3)F)NC2=O)C. Drug 2: C1CCC(C(C1)N)N.C(=O)(C(=O)[O-])[O-].[Pt+4]. Cell line: SK-MEL-5. Synergy scores: CSS=32.6, Synergy_ZIP=-12.5, Synergy_Bliss=-7.22, Synergy_Loewe=-4.57, Synergy_HSA=-3.67. (2) Drug 1: C1CN1P(=S)(N2CC2)N3CC3. Drug 2: C1CN(CCN1C(=O)CCBr)C(=O)CCBr. Cell line: T-47D. Synergy scores: CSS=9.97, Synergy_ZIP=-8.00, Synergy_Bliss=-6.50, Synergy_Loewe=-5.67, Synergy_HSA=-5.38.